Dataset: CYP3A4 inhibition data for predicting drug metabolism from PubChem BioAssay. Task: Regression/Classification. Given a drug SMILES string, predict its absorption, distribution, metabolism, or excretion properties. Task type varies by dataset: regression for continuous measurements (e.g., permeability, clearance, half-life) or binary classification for categorical outcomes (e.g., BBB penetration, CYP inhibition). Dataset: cyp3a4_veith. (1) The molecule is N[C@H](Cc1ccccc1)c1nn[nH]n1. The result is 0 (non-inhibitor). (2) The compound is CCN[C@@H]1C[C@H](C)S(=O)(=O)c2sc(S(N)(=O)=O)cc21. The result is 0 (non-inhibitor). (3) The drug is CC(c1ccccc1C(O)c1ccccc1)N(C)C.Cl. The result is 0 (non-inhibitor). (4) The compound is CCn1cc(C(=O)NCC(=O)OC)c2cc(OC)c(OC)cc2c1=O. The result is 0 (non-inhibitor). (5) The molecule is Cn1nccc1C(=O)Nc1ccc(Cl)cc1. The result is 0 (non-inhibitor). (6) The compound is CCCCN1C2=C(C(=O)CCC2)C(c2ccc(Cl)c(Cl)c2)C2=C1c1ccccc1C2=O. The result is 1 (inhibitor). (7) The drug is O=C(c1ccncc1)N1CCC2(CCCN(C(c3ccccc3)c3ccccc3)C2)CC1. The result is 1 (inhibitor). (8) The drug is Cc1cccc(CNc2ccnc(-c3ccccc3Cl)n2)c1. The result is 1 (inhibitor). (9) The molecule is O=C(N/N=C1\CCCc2ccccc21)c1ccc([N+](=O)[O-])cc1Cl. The result is 0 (non-inhibitor).